This data is from Reaction yield outcomes from USPTO patents with 853,638 reactions. The task is: Predict the reaction yield, written as a fraction of the theoretical maximum amount of product (1.0 means a 100% yield; for example, 0.34 means a 34% yield). The reactants are O=[C:2]1[CH2:7][CH2:6][N:5]([C:8]([O:10][CH2:11][C:12]2[CH:17]=[CH:16][CH:15]=[CH:14][CH:13]=2)=[O:9])[CH2:4][CH2:3]1.Cl.[CH3:19][O:20][C:21](=[O:25])[CH2:22][CH2:23][NH2:24].C(O)(=O)C.C(O[BH-](OC(=O)C)OC(=O)C)(=O)C.[Na+]. The product is [CH3:19][O:20][C:21](=[O:25])[CH2:22][CH2:23][NH:24][CH:2]1[CH2:7][CH2:6][N:5]([C:8]([O:10][CH2:11][C:12]2[CH:17]=[CH:16][CH:15]=[CH:14][CH:13]=2)=[O:9])[CH2:4][CH2:3]1. The yield is 0.870. The catalyst is ClC(Cl)C.